From a dataset of Reaction yield outcomes from USPTO patents with 853,638 reactions. Predict the reaction yield, written as a fraction of the theoretical maximum amount of product (1.0 means a 100% yield; for example, 0.34 means a 34% yield). (1) The reactants are C(N(CC)CC)C.[C:8](Cl)(=[O:12])[CH:9]([CH3:11])[CH3:10].[CH2:14]([O:16][C:17]#[C:18][CH2:19][CH2:20][CH2:21][CH2:22][CH2:23][CH3:24])[CH3:15]. The catalyst is C(OCC)C. The product is [CH2:14]([O:16][C:17]1[C:9]([CH3:11])([CH3:10])[C:8](=[O:12])[C:18]=1[CH2:19][CH2:20][CH2:21][CH2:22][CH2:23][CH3:24])[CH3:15]. The yield is 0.610. (2) The reactants are [CH3:1][NH:2][S:3]([C:6]1[CH:7]=[C:8]([NH:12][C:13]2[N:18]=[CH:17][N:16]=[C:15]([NH:19][C:20]3[CH:28]=[CH:27][C:23]([C:24](O)=[O:25])=[CH:22][CH:21]=3)[CH:14]=2)[CH:9]=[CH:10][CH:11]=1)(=[O:5])=[O:4].[CH3:29][NH:30][CH3:31].CCN(C(C)C)C(C)C.C(Cl)CCl.C1C=CC2N(O)N=NC=2C=1. The catalyst is C1COCC1. The product is [CH3:29][N:30]([CH3:31])[C:24](=[O:25])[C:23]1[CH:22]=[CH:21][C:20]([NH:19][C:15]2[CH:14]=[C:13]([NH:12][C:8]3[CH:9]=[CH:10][CH:11]=[C:6]([S:3]([NH:2][CH3:1])(=[O:5])=[O:4])[CH:7]=3)[N:18]=[CH:17][N:16]=2)=[CH:28][CH:27]=1. The yield is 0.650. (3) The reactants are [Br:1][C:2]1[CH:3]=[C:4]([CH2:8][C:9]([N:11]2[CH2:16][CH2:15][O:14][CH2:13][CH2:12]2)=O)[CH:5]=[N:6][CH:7]=1.B.C1COCC1.C([O-])(O)=O.[Na+]. The catalyst is O.CCOC(C)=O.CC1(C)C(C2C=NC(C)=C([N+]([O-])=O)C=2)=CCNC1. The product is [Br:1][C:2]1[CH:3]=[C:4]([CH2:8][CH2:9][N:11]2[CH2:16][CH2:15][O:14][CH2:13][CH2:12]2)[CH:5]=[N:6][CH:7]=1. The yield is 0.530. (4) The reactants are [O:1]1[C:5]2[CH:6]=[CH:7][CH:8]=[CH:9][C:4]=2[CH:3]=[C:2]1[C:10]1[C:19]([N:20]([CH2:23][CH3:24])[CH2:21][CH3:22])=[N:18][C:17]2[C:12](=[CH:13][CH:14]=[C:15]([C:25]([O:27]C)=[O:26])[CH:16]=2)[N:11]=1.[OH-].[Na+].Cl. The catalyst is CO.O. The product is [O:1]1[C:5]2[CH:6]=[CH:7][CH:8]=[CH:9][C:4]=2[CH:3]=[C:2]1[C:10]1[C:19]([N:20]([CH2:23][CH3:24])[CH2:21][CH3:22])=[N:18][C:17]2[C:12](=[CH:13][CH:14]=[C:15]([C:25]([OH:27])=[O:26])[CH:16]=2)[N:11]=1. The yield is 0.510. (5) The reactants are [CH3:1][C:2]1[CH:3]=[C:4]2[C:11]3([C:15](=[O:16])[NH:14][C:13](=O)[NH:12]3)[CH2:10][CH:9]([C:18]3[CH:23]=[CH:22][CH:21]=[CH:20][CH:19]=3)[O:8][C:5]2=[CH:6][CH:7]=1.COC1C=CC(P2(SP(C3C=CC(OC)=CC=3)(=S)S2)=[S:33])=CC=1. The catalyst is O1CCOCC1. The product is [CH3:1][C:2]1[CH:3]=[C:4]2[C:11]3([C:15](=[O:16])[NH:14][C:13](=[S:33])[NH:12]3)[CH2:10][CH:9]([C:18]3[CH:23]=[CH:22][CH:21]=[CH:20][CH:19]=3)[O:8][C:5]2=[CH:6][CH:7]=1. The yield is 0.170. (6) The reactants are [Br:1][C:2]1[CH:6]=[CH:5][O:4][C:3]=1[CH:7]=[O:8].[CH2:9](O)[CH2:10][OH:11].C([O-])(O)=O.[Na+]. The catalyst is C1C=CC=CC=1.O.C1(C)C=CC(S(O)(=O)=O)=CC=1. The product is [Br:1][C:2]1[CH:6]=[CH:5][O:4][C:3]=1[CH:7]1[O:11][CH2:10][CH2:9][O:8]1. The yield is 0.920. (7) The reactants are Cl[C:2]1[N:7]2[N:8]=[C:9]([CH3:11])[CH:10]=[C:6]2[N:5]=[C:4]([NH:12][C:13](=[O:24])[C:14]2[CH:19]=[CH:18][C:17]([C:20]([OH:23])([CH3:22])[CH3:21])=[CH:16][CH:15]=2)[CH:3]=1.[NH:25]1[CH2:30][CH2:29][O:28][CH2:27][CH2:26]1. The catalyst is CN(C=O)C. The product is [OH:23][C:20]([C:17]1[CH:18]=[CH:19][C:14]([C:13]([NH:12][C:4]2[CH:3]=[C:2]([N:25]3[CH2:30][CH2:29][O:28][CH2:27][CH2:26]3)[N:7]3[N:8]=[C:9]([CH3:11])[CH:10]=[C:6]3[N:5]=2)=[O:24])=[CH:15][CH:16]=1)([CH3:22])[CH3:21]. The yield is 0.450. (8) The reactants are [C:1]([O:5][C:6]([NH:8][C@@H:9]([CH2:37][C:38]1[CH:43]=[CH:42][CH:41]=[CH:40][CH:39]=1)[C@H:10]([O:29][Si](C(C)(C)C)(C)C)[CH2:11][CH:12]([CH2:16][C:17]1[CH:22]=[CH:21][C:20]([C:23]2[CH:28]=[CH:27][CH:26]=[CH:25][N:24]=2)=[CH:19][CH:18]=1)C(O)=O)=[O:7])([CH3:4])([CH3:3])[CH3:2].C1C=CC(P(N=[N+]=[N-])(C2C=CC=CC=2)=[O:51])=CC=1.C([N:63]([CH2:66]C)CC)C.[CH2:68]([OH:75])[C:69]1[CH:74]=[CH:73][CH:72]=[CH:71][CH:70]=1. The product is [C:1]([O:5][C:6]([NH:8][C@@H:9]([CH2:37][C:38]1[CH:43]=[CH:42][CH:41]=[CH:40][CH:39]=1)[C@H:10]([OH:29])[CH2:11][CH:12]([NH:63][C:66](=[O:51])[O:75][CH2:68][C:69]1[CH:74]=[CH:73][CH:72]=[CH:71][CH:70]=1)[CH2:16][C:17]1[CH:22]=[CH:21][C:20]([C:23]2[CH:28]=[CH:27][CH:26]=[CH:25][N:24]=2)=[CH:19][CH:18]=1)=[O:7])([CH3:3])([CH3:2])[CH3:4]. The yield is 0.370. The catalyst is C1(C)C=CC=CC=1. (9) The reactants are [CH:1]12[NH:16][CH:5]([CH2:6][N:7]([C:9]([O:11][C:12]([CH3:15])([CH3:14])[CH3:13])=[O:10])[CH2:8]1)[CH2:4][O:3][CH2:2]2.C(N(CC)CC)C.Cl[C:25]([O:27][CH2:28][C:29]1[CH:34]=[CH:33][CH:32]=[CH:31][CH:30]=1)=[O:26]. The catalyst is ClCCl. The product is [CH:5]12[N:16]([C:25]([O:27][CH2:28][C:29]3[CH:34]=[CH:33][CH:32]=[CH:31][CH:30]=3)=[O:26])[CH:1]([CH2:8][N:7]([C:9]([O:11][C:12]([CH3:13])([CH3:15])[CH3:14])=[O:10])[CH2:6]1)[CH2:2][O:3][CH2:4]2. The yield is 0.800.